From a dataset of Peptide-MHC class II binding affinity with 134,281 pairs from IEDB. Regression. Given a peptide amino acid sequence and an MHC pseudo amino acid sequence, predict their binding affinity value. This is MHC class II binding data. The peptide sequence is IEEAPEMPALYEKKL. The MHC is HLA-DQA10201-DQB10301 with pseudo-sequence HLA-DQA10201-DQB10301. The binding affinity (normalized) is 0.